This data is from Full USPTO retrosynthesis dataset with 1.9M reactions from patents (1976-2016). The task is: Predict the reactants needed to synthesize the given product. (1) Given the product [CH2:31]([O:30][C:28](=[O:29])[CH2:27][O:26][C:20]1[CH:21]=[CH:22][C:23]([Cl:25])=[CH:24][C:19]=1[C@@H:9]1[C:10]2[C:15](=[CH:14][C:13]([F:18])=[CH:12][CH:11]=2)[CH2:16][CH2:17][NH:8]1)[CH3:32], predict the reactants needed to synthesize it. The reactants are: C(OC([N:8]1[CH2:17][CH2:16][C:15]2[C:10](=[CH:11][CH:12]=[C:13]([F:18])[CH:14]=2)[C@H:9]1[C:19]1[CH:24]=[C:23]([Cl:25])[CH:22]=[CH:21][C:20]=1[O:26][CH2:27][C:28]([O:30][CH2:31][CH3:32])=[O:29])=O)(C)(C)C. (2) Given the product [F:42][C:8]([F:7])([F:43])[C:9]1[CH:10]=[C:11]([C@H:19]([O:21][C@H:22]2[CH2:27][CH2:26][C@H:25]([CH:28]=[O:29])[C@@H:24]([C:30]([O:32][CH2:33][CH3:34])=[O:31])[C@@H:23]2[C:35]2[CH:36]=[CH:37][C:38]([F:41])=[CH:39][CH:40]=2)[CH3:20])[CH:12]=[C:13]([C:15]([F:16])([F:17])[F:18])[CH:14]=1, predict the reactants needed to synthesize it. The reactants are: C(Cl)(=O)C(Cl)=O.[F:7][C:8]([F:43])([F:42])[C:9]1[CH:10]=[C:11]([C@H:19]([O:21][C@H:22]2[CH2:27][CH2:26][C@H:25]([CH2:28][OH:29])[C@@H:24]([C:30]([O:32][CH2:33][CH3:34])=[O:31])[C@@H:23]2[C:35]2[CH:40]=[CH:39][C:38]([F:41])=[CH:37][CH:36]=2)[CH3:20])[CH:12]=[C:13]([C:15]([F:18])([F:17])[F:16])[CH:14]=1.C(N(CC)CC)C.